From a dataset of Full USPTO retrosynthesis dataset with 1.9M reactions from patents (1976-2016). Predict the reactants needed to synthesize the given product. (1) Given the product [CH2:1]([O:8][C:9]([N:11]1[CH2:12][CH2:13][C:14]([CH2:17][OH:18])([C:20](=[O:34])[NH:21][C:22]2[C:31]3[C:26](=[CH:27][CH:28]=[C:29]([O:32][CH3:33])[N:30]=3)[N:25]=[CH:24][CH:23]=2)[CH2:15][CH2:16]1)=[O:10])[C:2]1[CH:3]=[CH:4][CH:5]=[CH:6][CH:7]=1, predict the reactants needed to synthesize it. The reactants are: [CH2:1]([O:8][C:9]([N:11]1[CH2:16][CH2:15][C:14]([C:20](=[O:34])[NH:21][C:22]2[C:31]3[C:26](=[CH:27][CH:28]=[C:29]([O:32][CH3:33])[N:30]=3)[N:25]=[CH:24][CH:23]=2)([C:17](O)=[O:18])[CH2:13][CH2:12]1)=[O:10])[C:2]1[CH:7]=[CH:6][CH:5]=[CH:4][CH:3]=1.C(N(CC)CC)C.ClC(OCC(C)C)=O. (2) Given the product [C:1]1([CH3:4])[CH:3]=[C:51]([CH3:50])[CH:46]=[C:47]([CH3:48])[C:2]=1[B:36]([C:37]1[C:42]([CH3:43])=[CH:41][C:40]([CH3:44])=[CH:39][C:38]=1[CH3:45])[C:7]1[CH:19]=[CH:18][C:17]2[C:16]3[C:11](=[CH:12][C:13]([B:36]([C:46]4[C:51]([CH3:52])=[CH:50][C:49]([CH3:53])=[CH:48][C:47]=4[CH3:54])[C:37]4[C:42]([CH3:43])=[CH:41][C:40]([CH3:44])=[CH:39][C:38]=4[CH3:45])=[CH:14][CH:15]=3)[C:10]3([C:32]4[CH:31]=[C:30]([B:36]([C:46]5[C:47]([CH3:54])=[CH:48][C:49]([CH3:53])=[CH:50][C:51]=5[CH3:52])[C:37]5[C:42]([CH3:43])=[CH:41][C:40]([CH3:44])=[CH:39][C:38]=5[CH3:45])[CH:29]=[CH:28][C:27]=4[C:26]4[C:21]3=[CH:22][C:23]([B:36]([C:46]3[C:47]([CH3:54])=[CH:48][C:49]([CH3:53])=[CH:50][C:51]=3[CH3:52])[C:37]3[C:42]([CH3:43])=[CH:41][C:40]([CH3:44])=[CH:39][C:38]=3[CH3:45])=[CH:24][CH:25]=4)[C:9]=2[CH:8]=1, predict the reactants needed to synthesize it. The reactants are: [C:1]([Li])([CH3:4])([CH3:3])[CH3:2].Br[C:7]1[CH:19]=[CH:18][C:17]2[C:16]3[C:11](=[CH:12][C:13](Br)=[CH:14][CH:15]=3)[C:10]3([C:32]4[CH:31]=[C:30](Br)[CH:29]=[CH:28][C:27]=4[C:26]4[C:21]3=[CH:22][C:23](Br)=[CH:24][CH:25]=4)[C:9]=2[CH:8]=1.F[B:36]([C:46]1[C:51]([CH3:52])=[CH:50][C:49]([CH3:53])=[CH:48][C:47]=1[CH3:54])[C:37]1[C:42]([CH3:43])=[CH:41][C:40]([CH3:44])=[CH:39][C:38]=1[CH3:45].